From a dataset of Forward reaction prediction with 1.9M reactions from USPTO patents (1976-2016). Predict the product of the given reaction. Given the reactants C(OC(=O)[NH:7][CH2:8][CH2:9][O:10][C:11]1[C:20]2[C:15](=[CH:16][C:17]([F:21])=[CH:18][CH:19]=2)[C:14]([O:22]CC2C=CC=CC=2)=[N:13][C:12]=1[C:30]1[CH:35]=[CH:34][C:33]([Cl:36])=[C:32]([Cl:37])[CH:31]=1)(C)(C)C.[F:39][C:40]([F:45])([F:44])[C:41]([OH:43])=[O:42].C(Cl)Cl, predict the reaction product. The product is: [F:39][C:40]([F:45])([F:44])[C:41]([OH:43])=[O:42].[NH2:7][CH2:8][CH2:9][O:10][C:11]1[C:20]2[C:15](=[CH:16][C:17]([F:21])=[CH:18][CH:19]=2)[C:14](=[O:22])[NH:13][C:12]=1[C:30]1[CH:35]=[CH:34][C:33]([Cl:36])=[C:32]([Cl:37])[CH:31]=1.